Dataset: Retrosynthesis with 50K atom-mapped reactions and 10 reaction types from USPTO. Task: Predict the reactants needed to synthesize the given product. (1) Given the product Cn1c(=O)c(CN(CC(c2ccccc2)C2CCN(C(=O)OC(C)(C)C)CC2)C(=O)C2CCCCC2)cc2ccccc21, predict the reactants needed to synthesize it. The reactants are: Cn1c(=O)c(CNCC(c2ccccc2)C2CCN(C(=O)OC(C)(C)C)CC2)cc2ccccc21.O=C(O)C1CCCCC1. (2) Given the product CCN(Cc1cc(C(F)(F)F)ccc1-c1cc(CC(=O)OC)ccc1OC)C(=O)C(F)(F)F, predict the reactants needed to synthesize it. The reactants are: CCNCc1cc(C(F)(F)F)ccc1-c1cc(CC(=O)OC)ccc1OC.O=C(OC(=O)C(F)(F)F)C(F)(F)F. (3) Given the product Cc1ccn(-c2cc(Cl)ccc2[C@@H](Oc2cc(N3CCC4(CCNC(C(=O)O)C4)CC3)nc(N)n2)C(F)(F)F)n1, predict the reactants needed to synthesize it. The reactants are: COC(=O)C1CC2(CCN1)CCN(c1cc(O[C@H](c3ccc(Cl)cc3-n3ccc(C)n3)C(F)(F)F)nc(N)n1)CC2. (4) Given the product COC(=O)NC(C)(C)C(=O)O, predict the reactants needed to synthesize it. The reactants are: CC(C)(N)C(=O)O.COC(=O)Cl. (5) The reactants are: C=CCBr.Oc1ccc(CCl)c2cccnc12. Given the product C=CCOc1ccc(CCl)c2cccnc12, predict the reactants needed to synthesize it. (6) Given the product COc1ccc(C(=O)N[C@@H]2CCCN(c3cnc(C#N)c(Cl)n3)C2)cc1, predict the reactants needed to synthesize it. The reactants are: COc1ccc(C(=O)O)cc1.N#Cc1ncc(N2CCC[C@@H](N)C2)nc1Cl. (7) Given the product CCOC(=O)[C@H]1COc2cc(CCNC[C@H](O)COc3ccc(O)cc3OC)ccc2O1, predict the reactants needed to synthesize it. The reactants are: CCOC(=O)[C@H]1COc2cc(CCNC[C@H](O)COc3ccc(OCc4ccccc4)cc3OC)ccc2O1.